This data is from Catalyst prediction with 721,799 reactions and 888 catalyst types from USPTO. The task is: Predict which catalyst facilitates the given reaction. Reactant: [F:1][C:2]1[CH:7]=[CH:6][C:5]([S:8]([Cl:11])(=[O:10])=[O:9])=[C:4]([CH3:12])[CH:3]=1.S(=O)(=O)(O)O.[N+:18]([O-])([OH:20])=[O:19]. Product: [F:1][C:2]1[C:7]([N+:18]([O-:20])=[O:19])=[CH:6][C:5]([S:8]([Cl:11])(=[O:10])=[O:9])=[C:4]([CH3:12])[CH:3]=1. The catalyst class is: 25.